Dataset: Experimentally validated miRNA-target interactions with 360,000+ pairs, plus equal number of negative samples. Task: Binary Classification. Given a miRNA mature sequence and a target amino acid sequence, predict their likelihood of interaction. (1) The miRNA is mmu-miR-1a-3p with sequence UGGAAUGUAAAGAAGUAUGUAU. The protein sequence of the target gene is MAVVAAAAGWLLRLRAAGAEGHWRRLPGAGLARGFLHPAATVEDAAQRRQVAHFTFQPDPEPREYGQTQKMNLFQSVTSALDNSLAKDPTAVIFGEDVAFGGVFRCTVGLRDKYGKDRVFNTPLCEQGIVGFGIGIAVTGATAIAEIQFADYIFPAFDQIVNEAAKYRYRSGDLFNCGSLTIRSPWGCVGHGALYHSQSPEAFFAHCPGIKVVIPRSPFQAKGLLLSCIEDKNPCIFFEPKILYRAAAEEVPIEPYNIPLSQAEVIQEGSDVTLVAWGTQVHVIREVASMAKEKLGVSCE.... Result: 0 (no interaction). (2) The miRNA is hsa-miR-6792-3p with sequence CUCCUCCACAGCCCCUGCUCAU. The protein sequence of the target gene is MNESPQTNEFKGTTEEAPAKESPHTSEFKGAALVSPISKSMLERLSKFEVEDAENVASYDSKIKKIVHSIVSSFAFGIFGVFLVLLDVTLLLADLIFTDSKLYIPLEYRSISLAIGLFFLMDVLLRVFVEGRQQYFSDLFNILDTAIIVIPLLVDVIYIFFDIKLLRNIPRWTHLVRLLRLIILIRIFHLLHQKRQLEKLMRRLVSENKRRYTRDGFDLDLTYVTERIIAMSFPSSGRQSFYRNPIEEVVRFLDKKHRNHYRVYNLCSERAYDPKHFHNRVSRIMIDDHNVPTLHEMVVF.... Result: 0 (no interaction). (3) The miRNA is hsa-miR-3622b-5p with sequence AGGCAUGGGAGGUCAGGUGA. The protein sequence of the target gene is MSNKTGGKRPATTNSDIPNHNMVSEVPPERPSVRATRTARKAVAFGKRSHSMKRNPNAPVTKAGWLFKQASSGVKQWNKRWFVLVDRCLFYYKDEKEESILGSIPLLSFRVAAVQPSDNISRKHTFKAEHAGVRTYFFSAESPEEQEAWIQAMGEAARVQIPPAQKSVPQAVRHSHEKPDSENVPPSKHHQQPPHNSLPKPEPEAKTRGEGDGRGCEKAERRPERPEVKKEPPVKANGLPAGPEPASEPGSPYPEGPRVPGGGEQPAQPNGWQYHSPSRPGSTAFPSQDGETGGHRRSFP.... Result: 0 (no interaction).